Dataset: Retrosynthesis with 50K atom-mapped reactions and 10 reaction types from USPTO. Task: Predict the reactants needed to synthesize the given product. (1) Given the product CCC(=O)N=S(C)(=O)c1ccc([N+](=O)[O-])cc1, predict the reactants needed to synthesize it. The reactants are: CCC(=O)Cl.CS(=N)(=O)c1ccc([N+](=O)[O-])cc1. (2) Given the product O=C(NCCc1ccncc1)C1CCN(C(=O)c2cc3ccccc3n2Cc2ccc(Cl)cc2)CC1, predict the reactants needed to synthesize it. The reactants are: NCCc1ccncc1.O=C(O)C1CCN(C(=O)c2cc3ccccc3n2Cc2ccc(Cl)cc2)CC1.